Predict the reaction yield, written as a fraction of the theoretical maximum amount of product (1.0 means a 100% yield; for example, 0.34 means a 34% yield). From a dataset of Reaction yield outcomes from USPTO patents with 853,638 reactions. (1) The reactants are Br[CH2:2][C:3]([C:5]1[CH:10]=[CH:9][N:8]=[C:7]([Cl:11])[N:6]=1)=O.[O:12]=[C:13]1[CH2:29][C:28](=O)[C:16]2([CH2:20][N:19]([C:21]([O:23][C:24]([CH3:27])([CH3:26])[CH3:25])=[O:22])[CH2:18][CH2:17]2)[CH2:15][NH:14]1.C([O-])(=O)C.[NH4+:35]. The catalyst is CCO. The product is [Cl:11][C:7]1[N:6]=[C:5]([C:3]2[NH:35][C:28]3[C:16]4([CH2:17][CH2:18][N:19]([C:21]([O:23][C:24]([CH3:27])([CH3:26])[CH3:25])=[O:22])[CH2:20]4)[CH2:15][NH:14][C:13](=[O:12])[C:29]=3[CH:2]=2)[CH:10]=[CH:9][N:8]=1. The yield is 0.260. (2) The product is [CH:1]1([CH2:7][N:8]2[C:13]([C:14]3[CH:19]=[C:18]([C:20]([CH3:23])([CH3:22])[CH3:21])[CH:17]=[C:16]([C:24]([CH3:27])([CH3:26])[CH3:25])[CH:15]=3)=[N:11][C:10](=[S:12])[NH:9]2)[CH2:6][CH2:5][CH2:4][CH2:3][CH2:2]1. The reactants are [CH:1]1([CH2:7][N:8]([C:13](=O)[C:14]2[CH:19]=[C:18]([C:20]([CH3:23])([CH3:22])[CH3:21])[CH:17]=[C:16]([C:24]([CH3:27])([CH3:26])[CH3:25])[CH:15]=2)[NH:9][C:10](=[S:12])[NH2:11])[CH2:6][CH2:5][CH2:4][CH2:3][CH2:2]1.Cl. The yield is 0.900. The catalyst is C(=O)([O-])[O-].[Na+].[Na+]. (3) The reactants are [H-].[Na+].[OH:3][C:4]1[CH:5]=[C:6]2[C:11](=[CH:12][CH:13]=1)[CH:10]=[C:9]([C:14]([O:16][CH3:17])=[O:15])[CH:8]=[CH:7]2.O1CCCC1.[CH3:23][O:24][CH2:25][CH2:26][O:27][CH2:28]Cl. The catalyst is CN(C)C=O. The product is [CH3:23][O:24][CH2:25][CH2:26][O:27][CH2:28][O:3][C:4]1[CH:5]=[C:6]2[C:11](=[CH:12][CH:13]=1)[CH:10]=[C:9]([C:14]([O:16][CH3:17])=[O:15])[CH:8]=[CH:7]2. The yield is 0.850. (4) The reactants are Br[C:2]1[C:7]([CH3:8])=[CH:6][CH:5]=[CH:4][N:3]=1.C([Li])CCC.[CH2:14]([Sn:18](Cl)([CH2:23][CH2:24][CH2:25][CH3:26])[CH2:19][CH2:20][CH2:21][CH3:22])[CH2:15][CH2:16][CH3:17].O. The catalyst is O1CCCC1.CCCCCC. The product is [CH3:8][C:7]1[C:2]([Sn:18]([CH2:19][CH2:20][CH2:21][CH3:22])([CH2:23][CH2:24][CH2:25][CH3:26])[CH2:14][CH2:15][CH2:16][CH3:17])=[N:3][CH:4]=[CH:5][CH:6]=1. The yield is 0.790. (5) The reactants are [F:1][C:2]1[CH:7]=[C:6]([C:8](O)=[O:9])[CH:5]=[CH:4][C:3]=1[C:11]1[CH:16]=[CH:15][C:14]([O:17][CH2:18][CH:19]2[CH2:24][CH2:23][N:22]([CH2:25][C:26]([F:29])([CH3:28])[CH3:27])[CH2:21][CH2:20]2)=[C:13]([F:30])[CH:12]=1.[NH:31]1[CH2:36][CH2:35][CH2:34][C@H:33]([OH:37])[CH2:32]1.CCN(C(C)C)C(C)C.CCN=C=NCCCN(C)C.C1C=CC2N(O)N=NC=2C=1. The product is [F:1][C:2]1[CH:7]=[C:6]([C:8]([N:31]2[CH2:36][CH2:35][CH2:34][C@H:33]([OH:37])[CH2:32]2)=[O:9])[CH:5]=[CH:4][C:3]=1[C:11]1[CH:16]=[CH:15][C:14]([O:17][CH2:18][CH:19]2[CH2:20][CH2:21][N:22]([CH2:25][C:26]([F:29])([CH3:27])[CH3:28])[CH2:23][CH2:24]2)=[C:13]([F:30])[CH:12]=1. The yield is 0.420. The catalyst is CN(C=O)C.O. (6) The reactants are [NH2:1][C:2]1[C:6]2[CH:7]=[N:8][C:9]([NH:11][C:12]([NH:14][C@@H:15]([C:17]3[CH:22]=[CH:21][CH:20]=[CH:19][CH:18]=3)[CH3:16])=[O:13])=[CH:10][C:5]=2[N:4]([C:23]([C:36]2[CH:41]=[CH:40][CH:39]=[CH:38][CH:37]=2)([C:30]2[CH:35]=[CH:34][CH:33]=[CH:32][CH:31]=2)[C:24]2[CH:29]=[CH:28][CH:27]=[CH:26][CH:25]=2)[N:3]=1.N1C=CC=CC=1.Cl[C:49]([O:51][CH3:52])=[O:50]. The catalyst is C(Cl)Cl. The product is [C:17]1([C@H:15]([NH:14][C:12](=[O:13])[NH:11][C:9]2[N:8]=[CH:7][C:6]3[C:2]([NH:1][C:49](=[O:50])[O:51][CH3:52])=[N:3][N:4]([C:23]([C:24]4[CH:25]=[CH:26][CH:27]=[CH:28][CH:29]=4)([C:36]4[CH:41]=[CH:40][CH:39]=[CH:38][CH:37]=4)[C:30]4[CH:31]=[CH:32][CH:33]=[CH:34][CH:35]=4)[C:5]=3[CH:10]=2)[CH3:16])[CH:22]=[CH:21][CH:20]=[CH:19][CH:18]=1. The yield is 0.880. (7) The catalyst is C(#N)C. The yield is 0.280. The product is [CH3:1][O:2][C:3]([C:5]1[C:10]([NH:34][CH2:33][CH2:32][S:31][C:12]([C:19]2[CH:24]=[CH:23][CH:22]=[CH:21][CH:20]=2)([C:13]2[CH:14]=[CH:15][CH:16]=[CH:17][CH:18]=2)[C:25]2[CH:30]=[CH:29][CH:28]=[CH:27][CH:26]=2)=[N:9][CH:8]=[CH:7][N:6]=1)=[O:4]. The reactants are [CH3:1][O:2][C:3]([C:5]1[C:10](Br)=[N:9][CH:8]=[CH:7][N:6]=1)=[O:4].[C:12]([S:31][CH2:32][CH2:33][NH2:34])([C:25]1[CH:30]=[CH:29][CH:28]=[CH:27][CH:26]=1)([C:19]1[CH:24]=[CH:23][CH:22]=[CH:21][CH:20]=1)[C:13]1[CH:18]=[CH:17][CH:16]=[CH:15][CH:14]=1.C(N(CC)CC)C. (8) The reactants are [CH2:1]([O:3][C:4](=[O:12])[C:5]1[CH:10]=[CH:9][CH:8]=[N:7][C:6]=1Cl)[CH3:2].[C:13]1([C:19]2[O:20][CH:21]=[C:22](B3OC(C)(C)C(C)(C)O3)[N:23]=2)[CH:18]=[CH:17][CH:16]=[CH:15][CH:14]=1.C([O-])([O-])=O.[K+].[K+].O. The catalyst is O1CCOCC1.C(C1C=CC=C(C(C)C)C=1N1C=CN(C2C(C(C)C)=CC=CC=2C(C)C)C1=[Pd-3](Cl)(Cl)C1C(Cl)=CC=CN=1)(C)C. The product is [C:13]1([C:19]2[O:20][CH:21]=[C:22]([C:6]3[N:7]=[CH:8][CH:9]=[CH:10][C:5]=3[C:4]([O:3][CH2:1][CH3:2])=[O:12])[N:23]=2)[CH:14]=[CH:15][CH:16]=[CH:17][CH:18]=1. The yield is 0.420.